From a dataset of Full USPTO retrosynthesis dataset with 1.9M reactions from patents (1976-2016). Predict the reactants needed to synthesize the given product. (1) Given the product [NH2:1][C:2]1[C:10]2[C:9]([C:11]3[CH:16]=[CH:15][CH:14]=[C:13]([NH:17][C:34]([NH:33][C:30]4[CH:29]=[CH:28][C:27]([C:26]([F:25])([F:36])[F:37])=[CH:32][CH:31]=4)=[O:35])[CH:12]=3)=[N:8][C:7]([NH:18][CH:19]3[CH2:20][CH2:21]3)=[N:6][C:5]=2[S:4][C:3]=1[C:22]([NH2:24])=[O:23], predict the reactants needed to synthesize it. The reactants are: [NH2:1][C:2]1[C:10]2[C:9]([C:11]3[CH:16]=[CH:15][CH:14]=[C:13]([NH2:17])[CH:12]=3)=[N:8][C:7]([NH:18][CH:19]3[CH2:21][CH2:20]3)=[N:6][C:5]=2[S:4][C:3]=1[C:22]([NH2:24])=[O:23].[F:25][C:26]([F:37])([F:36])[C:27]1[CH:32]=[CH:31][C:30]([N:33]=[C:34]=[O:35])=[CH:29][CH:28]=1. (2) The reactants are: [CH3:1][O:2][C:3]1[CH:4]=[CH:5][C:6]2[N:14]3[C:9]([O:10][CH2:11][CH2:12][CH2:13]3)=[C:8]([CH:15]=[CH:16][N+:17]([O-:19])=[O:18])[C:7]=2[N:20]=1.C(Cl)(Cl)Cl.[BH4-].[Na+].C(O)(=O)C. Given the product [CH3:1][O:2][C:3]1[CH:4]=[CH:5][C:6]2[N:14]3[C:9]([O:10][CH2:11][CH2:12][CH2:13]3)=[C:8]([CH2:15][CH2:16][N+:17]([O-:19])=[O:18])[C:7]=2[N:20]=1, predict the reactants needed to synthesize it. (3) Given the product [F:1][C:2]1[CH:3]=[C:4]([CH:8]=[CH:9][C:10]=1[CH3:11])[C:5]([O:7][CH2:22][CH3:23])=[O:6], predict the reactants needed to synthesize it. The reactants are: [F:1][C:2]1[CH:3]=[C:4]([CH:8]=[CH:9][C:10]=1[CH3:11])[C:5]([OH:7])=[O:6].S(=O)(=O)(O)O.C(=O)([O-])O.[Na+].[CH2:22](O)[CH3:23]. (4) Given the product [NH:1]([C:16]([O:18][CH2:19][C:20]1[CH:25]=[CH:24][CH:23]=[CH:22][CH:21]=1)=[O:17])[C@H:2]([C:6]([N:8]1[CH2:15][CH2:14][CH2:13][C@H:9]1[C:10]([Cl:28])=[O:11])=[O:7])[CH:3]([CH3:5])[CH3:4], predict the reactants needed to synthesize it. The reactants are: [NH:1]([C:16]([O:18][CH2:19][C:20]1[CH:25]=[CH:24][CH:23]=[CH:22][CH:21]=1)=[O:17])[C@H:2]([C:6]([N:8]1[CH2:15][CH2:14][CH2:13][C@H:9]1[C:10](O)=[O:11])=[O:7])[CH:3]([CH3:5])[CH3:4].S(Cl)([Cl:28])=O. (5) Given the product [CH2:1]([N:3]([C:4]1[CH:9]=[CH:8][CH:7]=[CH:6][CH:5]=1)[CH2:18][CH2:19][CH2:20][C:21]([O:23][CH2:24][CH3:25])=[O:22])[CH3:2], predict the reactants needed to synthesize it. The reactants are: [CH2:1]([NH:3][C:4]1[CH:9]=[CH:8][CH:7]=[CH:6][CH:5]=1)[CH3:2].C(N(CC)CC)C.Br[CH2:18][CH2:19][CH2:20][C:21]([O:23][CH2:24][CH3:25])=[O:22]. (6) Given the product [CH3:1][O:2][C:3]1[CH:9]=[CH:8][C:6]([NH:7][C:20]([NH:19][C:11](=[O:18])[C:12]2[CH:13]=[CH:14][CH:15]=[CH:16][CH:17]=2)=[S:21])=[C:5]([CH3:10])[CH:4]=1, predict the reactants needed to synthesize it. The reactants are: [CH3:1][O:2][C:3]1[CH:9]=[CH:8][C:6]([NH2:7])=[C:5]([CH3:10])[CH:4]=1.[C:11]([N:19]=[C:20]=[S:21])(=[O:18])[C:12]1[CH:17]=[CH:16][CH:15]=[CH:14][CH:13]=1. (7) Given the product [F:26][C:15]1[CH:14]=[C:13]([C:8]2[C:3]([O:2][CH3:1])=[N:4][CH:5]=[CH:6][CH:7]=2)[CH:18]=[CH:17][C:16]=1[C:19]1[N:20]=[CH:21][C:22]([NH2:25])=[N:23][CH:24]=1, predict the reactants needed to synthesize it. The reactants are: [CH3:1][O:2][C:3]1[C:8](B(O)O)=[CH:7][CH:6]=[CH:5][N:4]=1.Br[C:13]1[CH:18]=[CH:17][C:16]([C:19]2[N:20]=[CH:21][C:22]([NH2:25])=[N:23][CH:24]=2)=[C:15]([F:26])[CH:14]=1. (8) Given the product [CH3:20][C:19]1[O:18][C:17]([C:21]2[CH:22]=[CH:23][CH:24]=[CH:25][CH:26]=2)=[N:16][C:15]=1[CH2:14][O:1][C:2]1[CH:6]=[C:5]([C:7]([O:9][CH3:10])=[O:8])[O:4][N:3]=1, predict the reactants needed to synthesize it. The reactants are: [OH:1][C:2]1[CH:6]=[C:5]([C:7]([O:9][CH3:10])=[O:8])[O:4][N:3]=1.[H-].[Na+].Cl[CH2:14][C:15]1[N:16]=[C:17]([C:21]2[CH:26]=[CH:25][CH:24]=[CH:23][CH:22]=2)[O:18][C:19]=1[CH3:20].O.